Dataset: Forward reaction prediction with 1.9M reactions from USPTO patents (1976-2016). Task: Predict the product of the given reaction. (1) Given the reactants [CH2:1]([C:5]1([CH3:18])[CH2:10][CH2:9][N:8](C(OC(C)(C)C)=O)[CH2:7][CH2:6]1)[CH2:2][CH:3]=[CH2:4].[ClH:19].O1CCOCC1, predict the reaction product. The product is: [CH2:1]([C:5]1([CH3:18])[CH2:6][CH2:7][NH:8][CH2:9][CH2:10]1)[CH2:2][CH:3]=[CH2:4].[ClH:19]. (2) Given the reactants [C:1](#[N:3])[CH3:2].[NH2:4]O.[C:6]([C:10]1[CH:18]=[CH:17][C:13]([C:14](Cl)=[O:15])=[CH:12][CH:11]=1)([CH3:9])([CH3:8])[CH3:7], predict the reaction product. The product is: [C:6]([C:10]1[CH:18]=[CH:17][C:13]([C:14]2[O:15][N:4]=[C:1]([CH3:2])[N:3]=2)=[CH:12][CH:11]=1)([CH3:9])([CH3:8])[CH3:7]. (3) Given the reactants C(OC([N:8]1[CH2:13][CH:12]=[C:11]([C:14]2[C:19]3[CH:20]=[CH:21][O:22][C:18]=3[C:17]([F:23])=[CH:16][CH:15]=2)[CH2:10][CH2:9]1)=O)(C)(C)C.[ClH:24], predict the reaction product. The product is: [ClH:24].[F:23][C:17]1[C:18]2[O:22][CH:21]=[CH:20][C:19]=2[C:14]([C:11]2[CH2:12][CH2:13][NH:8][CH2:9][CH:10]=2)=[CH:15][CH:16]=1. (4) Given the reactants [CH3:1][C:2]1[CH:6]=[CH:5][S:4][CH:3]=1.[Li][CH2:8][CH2:9][CH2:10]C.CCCCCC.C[O:19][B:20](OC)[O:21]C.C(O)CCO, predict the reaction product. The product is: [CH3:1][C:2]1[CH:6]=[C:5]([B:20]2[O:21][CH2:10][CH2:9][CH2:8][O:19]2)[S:4][CH:3]=1. (5) Given the reactants [O:1]=[C:2]1[C:11]2[C:6](=[CH:7][CH:8]=[CH:9][CH:10]=2)[N:5]=[CH:4][NH:3]1.Br[CH2:13][CH2:14][O:15][C:16]1[CH:23]=[CH:22][C:19]([CH:20]=[O:21])=[CH:18][CH:17]=1.C([O-])([O-])=O.[K+].[K+], predict the reaction product. The product is: [O:1]=[C:2]1[C:11]2[C:6](=[CH:7][CH:8]=[CH:9][CH:10]=2)[N:5]=[CH:4][N:3]1[CH2:13][CH2:14][O:15][C:16]1[CH:23]=[CH:22][C:19]([CH:20]=[O:21])=[CH:18][CH:17]=1. (6) Given the reactants C[O:2][C:3]1[C:4](=[CH:8][CH:9]=[CH:10][CH:11]=1)[C:5]([OH:7])=[O:6].S(=O)(=O)(O)O.BrN1C(=O)CC[C:19]1=O.C(OOC(=O)C1C=CC=CC=1)(=O)C1C=CC=CC=1.[CH2:43]([NH2:59])[CH2:44][CH2:45][CH2:46][CH2:47][CH2:48][CH2:49][CH2:50][CH2:51][CH2:52][CH2:53][CH2:54][CH2:55][CH2:56][CH2:57][CH3:58].C(N(C(C)C)CC)(C)C, predict the reaction product. The product is: [CH2:43]([NH:59][CH2:19][C:10]1[CH:9]=[CH:8][C:4]([C:5]([OH:7])=[O:6])=[C:3]([OH:2])[CH:11]=1)[CH2:44][CH2:45][CH2:46][CH2:47][CH2:48][CH2:49][CH2:50][CH2:51][CH2:52][CH2:53][CH2:54][CH2:55][CH2:56][CH2:57][CH3:58]. (7) Given the reactants Br[C:2]1[CH:11]=[C:10]2[C:5]([C:6]([N:13]3[CH2:18][CH2:17][O:16][CH2:15][CH2:14]3)=[N:7][C:8]([Cl:12])=[N:9]2)=[CH:4][CH:3]=1.[CH3:19][C:20]1[O:24][C:23](B2OC(C)(C)C(C)(C)O2)=[CH:22][CH:21]=1.C(=O)([O-])[O-].[Na+].[Na+].CN(C=O)C, predict the reaction product. The product is: [Cl:12][C:8]1[N:7]=[C:6]([N:13]2[CH2:18][CH2:17][O:16][CH2:15][CH2:14]2)[C:5]2[C:10](=[CH:11][C:2]([C:23]3[O:24][C:20]([CH3:19])=[CH:21][CH:22]=3)=[CH:3][CH:4]=2)[N:9]=1. (8) Given the reactants [O:1]=[C:2]1[N:6]([C:7]2[CH:8]=[C:9]([CH:13]=[CH:14][N:15]=2)[C:10]([OH:12])=O)[NH:5][CH:4]=[C:3]1[C:16]1[CH:17]=[N:18][CH:19]=[CH:20][CH:21]=1.C(N(CC)C(C)C)(C)C.F[P-](F)(F)(F)(F)F.N1(O[P+](N2CCCC2)(N2CCCC2)N2CCCC2)C2C=CC=CC=2N=N1.[CH2:64]([NH2:71])[C:65]1[CH:70]=[CH:69][CH:68]=[CH:67][CH:66]=1, predict the reaction product. The product is: [CH2:64]([NH:71][C:10](=[O:12])[C:9]1[CH:13]=[CH:14][N:15]=[C:7]([N:6]2[C:2](=[O:1])[C:3]([C:16]3[CH:17]=[N:18][CH:19]=[CH:20][CH:21]=3)=[CH:4][NH:5]2)[CH:8]=1)[C:65]1[CH:70]=[CH:69][CH:68]=[CH:67][CH:66]=1. (9) Given the reactants Cl.[F:2][C:3]([F:16])([F:15])[C:4]1[CH:5]=[C:6]([NH:10][C:11](=[O:14])[NH:12][NH2:13])[CH:7]=[CH:8][CH:9]=1.[O:17]=[C:18]1[C:26](=O)[C:25]2[C:20](=[CH:21][CH:22]=[C:23]([S:28][CH2:29][CH2:30][CH2:31][C:32]3[CH:40]=[CH:39][C:35]([C:36]([OH:38])=[O:37])=[CH:34][CH:33]=3)[CH:24]=2)[N:19]1[CH2:41][CH2:42][CH2:43][CH2:44][CH2:45][CH3:46], predict the reaction product. The product is: [F:2][C:3]([F:15])([F:16])[C:4]1[CH:5]=[C:6]([CH:7]=[CH:8][CH:9]=1)[NH:10][C:11]([NH:12][N:13]=[C:26]1[C:25]2[C:20](=[CH:21][CH:22]=[C:23]([S:28][CH2:29][CH2:30][CH2:31][C:32]3[CH:33]=[CH:34][C:35]([C:36]([OH:38])=[O:37])=[CH:39][CH:40]=3)[CH:24]=2)[N:19]([CH2:41][CH2:42][CH2:43][CH2:44][CH2:45][CH3:46])[C:18]1=[O:17])=[O:14].